This data is from Catalyst prediction with 721,799 reactions and 888 catalyst types from USPTO. The task is: Predict which catalyst facilitates the given reaction. (1) Reactant: [Cl:1][C:2]1[CH:7]=[C:6]([Cl:8])[CH:5]=[CH:4][C:3]=1[C:9]1[N:14]2[N:15]=[C:16]([C:18]3[CH:23]=[CH:22][CH:21]=[CH:20][CH:19]=3)[CH:17]=[C:13]2[N:12]=[C:11]([CH3:24])[C:10]=1[C:25]([O-:27])=[O:26].O[Li].O. Product: [Cl:1][C:2]1[CH:7]=[C:6]([Cl:8])[CH:5]=[CH:4][C:3]=1[C:9]1[N:14]2[N:15]=[C:16]([C:18]3[CH:23]=[CH:22][CH:21]=[CH:20][CH:19]=3)[CH:17]=[C:13]2[N:12]=[C:11]([CH3:24])[C:10]=1[C:25]([OH:27])=[O:26]. The catalyst class is: 20. (2) Reactant: [C:1](=[O:16])([O:9][C:10]1[CH:15]=[CH:14][CH:13]=[CH:12][CH:11]=1)OC1C=CC=CC=1.[NH2:17][C@H:18]([C:23]([O-:25])=[O:24])[CH2:19][CH2:20][S:21][CH3:22].C([S+]1CCCC1)CCC.Cl. Product: [O:9]([C:1]([NH:17][C@H:18]([C:23]([OH:25])=[O:24])[CH2:19][CH2:20][S:21][CH3:22])=[O:16])[C:10]1[CH:11]=[CH:12][CH:13]=[CH:14][CH:15]=1. The catalyst class is: 10. (3) Reactant: [CH3:1][C:2]1([CH3:11])[CH2:7][CH:6]([C:8]([OH:10])=O)[CH2:5][CH2:4][O:3]1.CCN(C(C)C)C(C)C.C1C=CC2N(O)N=NC=2C=1.O.CCN=C=NCCCN(C)C.Cl.[CH:44]1([NH:50][C:51]2[N:59]=[C:58]([NH:60][C:61]3[CH:66]=[CH:65][C:64]([N:67]4[CH2:72][CH2:71][NH:70][CH2:69][CH2:68]4)=[CH:63][C:62]=3[O:73][CH3:74])[N:57]=[C:56]3[C:52]=2[N:53]=[CH:54][NH:55]3)[CH2:49][CH2:48][CH2:47][CH2:46][CH2:45]1. Product: [CH:44]1([NH:50][C:51]2[N:59]=[C:58]([NH:60][C:61]3[CH:66]=[CH:65][C:64]([N:67]4[CH2:68][CH2:69][N:70]([C:8]([CH:6]5[CH2:5][CH2:4][O:3][C:2]([CH3:1])([CH3:11])[CH2:7]5)=[O:10])[CH2:71][CH2:72]4)=[CH:63][C:62]=3[O:73][CH3:74])[N:57]=[C:56]3[C:52]=2[N:53]=[CH:54][NH:55]3)[CH2:45][CH2:46][CH2:47][CH2:48][CH2:49]1. The catalyst class is: 3. (4) Reactant: C(N(C(C)C)CC)(C)C.CN(C(ON1N=NC2C=CC=CC1=2)=[N+](C)C)C.F[P-](F)(F)(F)(F)F.[CH3:34][N:35]([CH3:42])[CH:36]1[CH2:41][CH2:40][NH:39][CH2:38][CH2:37]1.[C:43]([O:47][C:48](=[O:60])[CH2:49][N:50]1[CH:54]=[CH:53][N:52]=[C:51]1[CH2:55][CH2:56][C:57](O)=[O:58])([CH3:46])([CH3:45])[CH3:44].C(=O)([O-])[O-].[K+].[K+].[Cl-].[Na+]. Product: [CH3:34][N:35]([CH3:42])[CH:36]1[CH2:41][CH2:40][N:39]([C:57](=[O:58])[CH2:56][CH2:55][C:51]2[N:50]([CH2:49][C:48]([O:47][C:43]([CH3:45])([CH3:44])[CH3:46])=[O:60])[CH:54]=[CH:53][N:52]=2)[CH2:38][CH2:37]1. The catalyst class is: 22. (5) Reactant: [CH2:1]([N:8]1[CH:16]=[C:15]2[C:10]([CH:11]=[C:12]([C:17]3[CH:18]=[C:19]([CH2:27][CH2:28]Br)[N:20]4[C:25]=3[C:24]([NH2:26])=[N:23][CH:22]=[N:21]4)[CH:13]=[CH:14]2)=[N:9]1)[C:2]1[CH:7]=[CH:6][CH:5]=[CH:4][CH:3]=1.[C:30]([N:33]1[CH2:38][CH2:37][NH:36][CH2:35][CH2:34]1)(=[O:32])[CH3:31].C(N(CC)CC)C.[I-].[Na+]. Product: [NH2:26][C:24]1[C:25]2=[C:17]([C:12]3[CH:13]=[CH:14][C:15]4[C:10]([CH:11]=3)=[N:9][N:8]([CH2:1][C:2]3[CH:7]=[CH:6][CH:5]=[CH:4][CH:3]=3)[CH:16]=4)[CH:18]=[C:19]([CH2:27][CH2:28][N:36]3[CH2:37][CH2:38][N:33]([C:30](=[O:32])[CH3:31])[CH2:34][CH2:35]3)[N:20]2[N:21]=[CH:22][N:23]=1. The catalyst class is: 3. (6) The catalyst class is: 6. Product: [Cl:1][CH2:2][C:3]1[NH:18][C:16](=[O:17])[C:7]2[N:8]=[CH:9][N:10]([CH:11]3[CH2:15][CH2:14][CH2:13][CH2:12]3)[C:6]=2[N:5]=1. Reactant: [Cl:1][CH2:2][C:3]([NH:5][C:6]1[N:10]([CH:11]2[CH2:15][CH2:14][CH2:13][CH2:12]2)[CH:9]=[N:8][C:7]=1[C:16]([NH2:18])=[O:17])=O.C(=O)(O)[O-].[Na+]. (7) Reactant: [CH3:1][O:2][C:3]1[CH:8]=[CH:7][C:6]([N:9]=[C:10]([NH2:26])[C:11]2[CH:16]=[CH:15][C:14]([N:17]3[C:21]4=[N:22][CH:23]=[CH:24][CH:25]=[C:20]4[CH:19]=[CH:18]3)=[CH:13][CH:12]=2)=[CH:5][CH:4]=1.Br[CH2:28][C:29]([C:31]1[S:32][CH:33]=[CH:34][N:35]=1)=O.C([O-])(O)=O.[Na+]. Product: [CH3:1][O:2][C:3]1[CH:8]=[CH:7][C:6]([N:9]2[CH:28]=[C:29]([C:31]3[S:32][CH:33]=[CH:34][N:35]=3)[N:26]=[C:10]2[C:11]2[CH:12]=[CH:13][C:14]([N:17]3[C:21]4=[N:22][CH:23]=[CH:24][CH:25]=[C:20]4[CH:19]=[CH:18]3)=[CH:15][CH:16]=2)=[CH:5][CH:4]=1. The catalyst class is: 41. (8) Reactant: [C:1]([O:4][C:5]1[C:12]([C:13]([CH3:16])([CH3:15])[CH3:14])=[CH:11][C:8]([CH:9]=O)=[CH:7][C:6]=1[C:17]([CH3:20])([CH3:19])[CH3:18])(=[O:3])[CH3:2].C1C=CC=CC=1.[C:27]([NH:31][OH:32])([CH3:30])([CH3:29])[CH3:28]. Product: [C:1]([O:4][C:5]1[C:12]([C:13]([CH3:16])([CH3:15])[CH3:14])=[CH:11][C:8]([CH:9]=[N+:31]([C:27]([CH3:30])([CH3:29])[CH3:28])[O-:32])=[CH:7][C:6]=1[C:17]([CH3:20])([CH3:19])[CH3:18])(=[O:3])[CH3:2]. The catalyst class is: 13. (9) Reactant: [NH:1](C(OC(C)(C)C)=O)[C@H:2]([C:5]([OH:7])=[O:6])[CH2:3][NH2:4].[NH2:15][CH2:16][CH2:17][C:18]1[CH:19]=[N:20][CH:21]=[CH:22][CH:23]=1.[C:24]([OH:30])([C:26]([F:29])([F:28])[F:27])=[O:25]. Product: [NH2:1][C@H:2]([C:5]([OH:7])=[O:6])[CH2:3][NH2:4].[OH:30][C:24]([C:26]([F:29])([F:28])[F:27])=[O:25].[NH2:15][CH2:16][CH2:17][C:18]1[CH:19]=[N:20][CH:21]=[CH:22][CH:23]=1. The catalyst class is: 2. (10) Reactant: [Br:1][C:2]1[CH:3]=[C:4]([NH2:9])[C:5]([Cl:8])=[N:6][CH:7]=1.[NH:10]1[CH2:15][CH2:14][O:13][CH2:12][CH2:11]1.[S:16](Cl)(Cl)(=[O:18])=[O:17].CCOC(C)=O. Product: [Br:1][C:2]1[CH:3]=[C:4]([NH:9][S:16]([N:10]2[CH2:15][CH2:14][O:13][CH2:12][CH2:11]2)(=[O:18])=[O:17])[C:5]([Cl:8])=[N:6][CH:7]=1. The catalyst class is: 537.